This data is from Forward reaction prediction with 1.9M reactions from USPTO patents (1976-2016). The task is: Predict the product of the given reaction. (1) Given the reactants [NH2:1][C@H:2]([C:5]([OH:7])=[O:6])[CH2:3][SH:4].O.N1C=CC=CC=1.[NH:15]([C:36]([O:38][C:39]([CH3:42])([CH3:41])[CH3:40])=[O:37])[C@H:16]([C:26](ON1C(=O)CCC1=O)=[O:27])[CH2:17][CH2:18][C:19](=[O:25])[O:20][C:21]([CH3:24])([CH3:23])[CH3:22], predict the reaction product. The product is: [NH:15]([C:36]([O:38][C:39]([CH3:42])([CH3:41])[CH3:40])=[O:37])[C@H:16]([C:26]([NH:1][C@H:2]([C:5]([OH:7])=[O:6])[CH2:3][SH:4])=[O:27])[CH2:17][CH2:18][C:19](=[O:25])[O:20][C:21]([CH3:24])([CH3:22])[CH3:23]. (2) Given the reactants CCN(C(C)C)C(C)C.OC(C(F)(F)F)=O.[NH2:17][CH2:18][C:19]([N:21]1[CH2:26][CH2:25][N:24]([C:27](=[O:38])[C:28]2[CH:33]=[CH:32][CH:31]=[CH:30][C:29]=2[C:34]([F:37])([F:36])[F:35])[CH2:23][CH2:22]1)=[O:20].C1C=CC2N(O)N=NC=2C=1.CCN=C=NCCCN(C)C.Cl.[N+:61]([C:64]1[CH:72]=[CH:71][C:67]([C:68](O)=[O:69])=[CH:66][CH:65]=1)([O-:63])=[O:62], predict the reaction product. The product is: [N+:61]([C:64]1[CH:65]=[CH:66][C:67]([C:68]([NH:17][CH2:18][C:19](=[O:20])[N:21]2[CH2:22][CH2:23][N:24]([C:27](=[O:38])[C:28]3[CH:33]=[CH:32][CH:31]=[CH:30][C:29]=3[C:34]([F:37])([F:35])[F:36])[CH2:25][CH2:26]2)=[O:69])=[CH:71][CH:72]=1)([O-:63])=[O:62]. (3) Given the reactants [CH3:1][CH:2]([CH3:5])[C:3]#C.[CH2:6]([Li])CCC.CCCCCC.[C:17]([O:22][CH2:23][CH3:24])(=[O:21])[C:18]([CH3:20])=[O:19], predict the reaction product. The product is: [OH:19][C:18]([CH3:6])([C:20]#[C:1][CH:2]([CH3:5])[CH3:3])[C:17]([O:22][CH2:23][CH3:24])=[O:21]. (4) Given the reactants F[C:2](F)(F)[C:3](O)=O.N1CCC(=C[C:15]2[CH:16]=[C:17]([CH:25]=[CH:26][CH:27]=2)[O:18][C:19]2[CH:24]=[CH:23][CH:22]=[CH:21][N:20]=2)CC1.[N:28]1[CH:33]=[CH:32][CH:31]=[C:30]([NH:34][C:35](=[O:43])OC2C=CC=CC=2)[N:29]=1.C([N:46]([CH2:49][CH3:50])[CH2:47][CH3:48])C.O, predict the reaction product. The product is: [O:18]([C:19]1[N:20]=[C:21]([CH:2]=[C:3]2[CH2:48][CH2:47][N:46]([C:35]([NH:34][C:30]3[N:29]=[N:28][CH:33]=[CH:32][CH:31]=3)=[O:43])[CH2:49][CH2:50]2)[CH:22]=[CH:23][CH:24]=1)[C:17]1[CH:16]=[CH:15][CH:27]=[CH:26][CH:25]=1.